Dataset: Catalyst prediction with 721,799 reactions and 888 catalyst types from USPTO. Task: Predict which catalyst facilitates the given reaction. (1) Reactant: [C:1]([O:5][C:6]([N:8]1[CH2:13][CH2:12][CH:11]([N:14]2[CH:18]=[C:17](Br)[C:16]([C:20]3[CH:25]=[CH:24][CH:23]=[C:22]([N:26]([S:30]([C:33]4[CH:38]=[C:37]([F:39])[CH:36]=[CH:35][C:34]=4[F:40])(=[O:32])=[O:31])[CH2:27][O:28][CH3:29])[C:21]=3[F:41])=[N:15]2)[CH2:10][CH2:9]1)=[O:7])([CH3:4])([CH3:3])[CH3:2].[N:42]1[CH:47]=[CH:46][C:45](B2OC(C)(C)C(C)(C)O2)=[CH:44][CH:43]=1.C(=O)([O-])[O-].[Cs+].[Cs+]. Product: [C:1]([O:5][C:6]([N:8]1[CH2:13][CH2:12][CH:11]([N:14]2[CH:18]=[C:17]([C:45]3[CH:46]=[CH:47][N:42]=[CH:43][CH:44]=3)[C:16]([C:20]3[CH:25]=[CH:24][CH:23]=[C:22]([N:26]([S:30]([C:33]4[CH:38]=[C:37]([F:39])[CH:36]=[CH:35][C:34]=4[F:40])(=[O:32])=[O:31])[CH2:27][O:28][CH3:29])[C:21]=3[F:41])=[N:15]2)[CH2:10][CH2:9]1)=[O:7])([CH3:4])([CH3:3])[CH3:2]. The catalyst class is: 38. (2) Reactant: [NH:1]1[CH2:5][CH2:4][CH2:3][CH2:2]1.[C:6]1(=O)[CH2:11][CH2:10][CH2:9][CH2:8][CH2:7]1.S([O-])([O-])(=O)=O.[Mg+2]. Product: [CH:6]1([N:1]2[CH2:5][CH2:4][CH2:3][CH2:2]2)[CH2:11][CH2:10][CH2:9][CH2:8][CH2:7]1. The catalyst class is: 81.